Dataset: Full USPTO retrosynthesis dataset with 1.9M reactions from patents (1976-2016). Task: Predict the reactants needed to synthesize the given product. Given the product [CH3:8][C:5]1[CH:6]=[CH:7][C:2]([NH:16][CH2:9][C:10]2[CH:15]=[CH:14][CH:13]=[CH:12][CH:11]=2)=[CH:3][CH:4]=1, predict the reactants needed to synthesize it. The reactants are: Cl[C:2]1[CH:7]=[CH:6][C:5]([CH3:8])=[CH:4][CH:3]=1.[CH2:9]([NH2:16])[C:10]1[CH:15]=[CH:14][CH:13]=[CH:12][CH:11]=1.CC(C)([O-])C.[Na+].